From a dataset of Forward reaction prediction with 1.9M reactions from USPTO patents (1976-2016). Predict the product of the given reaction. (1) Given the reactants [CH2:1]([N:8]1[CH2:13][CH2:12][CH:11]([OH:14])[CH2:10][CH2:9]1)[C:2]1[CH:7]=[CH:6][CH:5]=[CH:4][CH:3]=1.[Cl:15][C:16]1[CH:30]=[C:29]([Cl:31])[CH:28]=[CH:27][C:17]=1[CH:18](O)[C:19]1[CH:24]=[CH:23][C:22]([Cl:25])=[CH:21][CH:20]=1.C(N1CCC(OC(C2C=CC(Cl)=CC=2)C2C=CC=CC=2Cl)CC1)C1C=CC=CC=1, predict the reaction product. The product is: [CH2:1]([N:8]1[CH2:13][CH2:12][CH:11]([O:14][CH:18]([C:19]2[CH:24]=[CH:23][C:22]([Cl:25])=[CH:21][CH:20]=2)[C:17]2[CH:27]=[CH:28][C:29]([Cl:31])=[CH:30][C:16]=2[Cl:15])[CH2:10][CH2:9]1)[C:2]1[CH:3]=[CH:4][CH:5]=[CH:6][CH:7]=1. (2) The product is: [C@H:1]([N:5]([CH3:32])[C:6]1[C:7]([C:20]2[O:21][C:22]3[CH:28]=[CH:27][C:26]([F:29])=[CH:25][C:23]=3[CH:24]=2)=[N:8][C:9]2[C:14]([N:15]=1)=[CH:13][C:12]([C:16]([OH:18])=[O:17])=[CH:11][CH:10]=2)([CH2:3][CH3:4])[CH3:2]. Given the reactants [C@H:1]([NH:5][C:6]1[C:7]([C:20]2[O:21][C:22]3[CH:28]=[CH:27][C:26]([F:29])=[CH:25][C:23]=3[CH:24]=2)=[N:8][C:9]2[C:14]([N:15]=1)=[CH:13][C:12]([C:16]([O:18]C)=[O:17])=[CH:11][CH:10]=2)([CH2:3][CH3:4])[CH3:2].[H-].[Na+].[CH3:32]I, predict the reaction product. (3) Given the reactants [F:1][C:2]1[CH:3]=[C:4]2[C:9](=[CH:10][C:11]=1F)[N:8]([CH2:13][C:14]1[CH:19]=[CH:18][C:17]([F:20])=[CH:16][CH:15]=1)[CH:7]=[C:6]([C:21]#[N:22])[C:5]2=[O:23].[CH3:24][NH:25][CH3:26], predict the reaction product. The product is: [CH3:24][N:25]([CH3:26])[C:11]1[CH:10]=[C:9]2[C:4]([C:5](=[O:23])[C:6]([C:21]#[N:22])=[CH:7][N:8]2[CH2:13][C:14]2[CH:15]=[CH:16][C:17]([F:20])=[CH:18][CH:19]=2)=[CH:3][C:2]=1[F:1]. (4) Given the reactants [Br:1][C:2]1[S:6][C:5]([NH:7][C:8](=[O:14])[O:9][C:10]([CH3:13])([CH3:12])[CH3:11])=[N:4][CH:3]=1.C(=O)([O-])[O-].[Cs+].[Cs+].[F:21][C:22]([C:25]1[CH:30]=[CH:29][C:28]([C@H:31]([O:46][Si:47]([C:50]([CH3:53])([CH3:52])[CH3:51])([CH3:49])[CH3:48])[C@H:32]2[CH2:36]OS(=O)(=O)[N:33]2[C:39]([O:41][C:42]([CH3:45])([CH3:44])[CH3:43])=[O:40])=[CH:27][CH:26]=1)([F:24])[CH3:23], predict the reaction product. The product is: [Br:1][C:2]1[S:6][C:5]([N:7]([CH2:36][C@@H:32]([NH:33][C:39]([O:41][C:42]([CH3:43])([CH3:45])[CH3:44])=[O:40])[C@@H:31]([O:46][Si:47]([C:50]([CH3:51])([CH3:52])[CH3:53])([CH3:49])[CH3:48])[C:28]2[CH:29]=[CH:30][C:25]([C:22]([F:24])([F:21])[CH3:23])=[CH:26][CH:27]=2)[C:8](=[O:14])[O:9][C:10]([CH3:11])([CH3:13])[CH3:12])=[N:4][CH:3]=1. (5) Given the reactants Br[CH:2]1[C:10]2([CH2:15][CH2:14][N:13]([C:16]([O:18][CH2:19][C:20]3[CH:25]=[CH:24][CH:23]=[CH:22][CH:21]=3)=[O:17])[CH2:12][CH2:11]2)[CH2:9][C:8]2[C:4](=[N:5][N:6]([C:26]([CH3:29])([CH3:28])[CH3:27])[CH:7]=2)[CH:3]1[O:30]C.CC(C)([O-])C.[K+].Cl, predict the reaction product. The product is: [C:26]([N:6]1[CH:7]=[C:8]2[C:4]([C:3](=[O:30])[CH2:2][C:10]3([CH2:9]2)[CH2:15][CH2:14][N:13]([C:16]([O:18][CH2:19][C:20]2[CH:25]=[CH:24][CH:23]=[CH:22][CH:21]=2)=[O:17])[CH2:12][CH2:11]3)=[N:5]1)([CH3:29])([CH3:27])[CH3:28]. (6) Given the reactants [CH3:1][O:2][CH2:3][CH2:4][CH2:5][C:6]1[C:15]2[C:10](=[CH:11][CH:12]=[C:13]([CH:16]=[O:17])[CH:14]=2)[O:9][C:8]([CH3:19])([CH3:18])[CH:7]=1.[BH4-].[Li+].CO.O, predict the reaction product. The product is: [CH3:1][O:2][CH2:3][CH2:4][CH2:5][C:6]1[C:15]2[C:10](=[CH:11][CH:12]=[C:13]([CH2:16][OH:17])[CH:14]=2)[O:9][C:8]([CH3:19])([CH3:18])[CH:7]=1. (7) Given the reactants [CH:1]1[CH:6]=[CH:5][C:4]([NH:7][C:8]2[CH:13]=[CH:12][C:11]([N+:14]([O-])=O)=[CH:10][CH:9]=2)=[CH:3][CH:2]=1.[S-2].[Na+].[Na+], predict the reaction product. The product is: [CH:1]1[CH:2]=[CH:3][C:4]([NH:7][C:8]2[CH:13]=[CH:12][C:11]([NH2:14])=[CH:10][CH:9]=2)=[CH:5][CH:6]=1. (8) Given the reactants [CH3:1][N:2]1[C:10]2[CH:9]3[C:11]([CH3:13])([CH3:12])[CH:7]([CH2:8]3)[CH2:6][C:5]=2[C:4]([CH2:14][OH:15])=[N:3]1, predict the reaction product. The product is: [CH3:1][N:2]1[C:10]2[CH:9]3[CH2:8][CH:7]([C:11]3([CH3:13])[CH3:12])[CH2:6][C:5]=2[C:4]([CH:14]=[O:15])=[N:3]1. (9) Given the reactants [N:1]1([CH2:6][CH2:7][CH2:8][CH2:9][C:10]2[CH:25]=[CH:24][C:13]([O:14][CH2:15][C:16]3[O:17][CH:18]=[C:19]([C:21]([OH:23])=O)[N:20]=3)=[CH:12][CH:11]=2)[CH:5]=[CH:4][N:3]=[N:2]1.[F:26][C:27]1[C:28]([CH3:34])=[C:29]([NH2:33])[CH:30]=[CH:31][CH:32]=1, predict the reaction product. The product is: [F:26][C:27]1[C:28]([CH3:34])=[C:29]([NH:33][C:21]([C:19]2[N:20]=[C:16]([CH2:15][O:14][C:13]3[CH:12]=[CH:11][C:10]([CH2:9][CH2:8][CH2:7][CH2:6][N:1]4[CH:5]=[CH:4][N:3]=[N:2]4)=[CH:25][CH:24]=3)[O:17][CH:18]=2)=[O:23])[CH:30]=[CH:31][CH:32]=1. (10) Given the reactants [Cl:1][C:2]1[CH:7]=[CH:6][C:5]([C@H:8]2[C@@H:13]([C:14]3[CH:19]=[CH:18][C:17]([Cl:20])=[CH:16][CH:15]=3)[N:12]([C@H:21]([CH2:25][CH2:26][CH3:27])[C:22]([NH2:24])=O)[C:11](=[O:28])[C@H:10]([CH2:29][C:30]3[CH:35]=[CH:34][C:33]([I:36])=[C:32]([F:37])[CH:31]=3)[O:9]2)=[CH:4][CH:3]=1.C(N(CC)CC)C.FC(F)(F)C(OC(=O)C(F)(F)F)=O, predict the reaction product. The product is: [Cl:1][C:2]1[CH:7]=[CH:6][C:5]([C@H:8]2[C@@H:13]([C:14]3[CH:15]=[CH:16][C:17]([Cl:20])=[CH:18][CH:19]=3)[N:12]([C@H:21]([CH2:25][CH2:26][CH3:27])[C:22]#[N:24])[C:11](=[O:28])[C@H:10]([CH2:29][C:30]3[CH:35]=[CH:34][C:33]([I:36])=[C:32]([F:37])[CH:31]=3)[O:9]2)=[CH:4][CH:3]=1.